From a dataset of Reaction yield outcomes from USPTO patents with 853,638 reactions. Predict the reaction yield, written as a fraction of the theoretical maximum amount of product (1.0 means a 100% yield; for example, 0.34 means a 34% yield). (1) The reactants are [NH:1]([C:8]([NH:21][C:22]1[CH:27]=[CH:26][CH:25]=[CH:24][CH:23]=1)=[CH:9][C:10]([C:12]1[C:13](Cl)=[N:14][C:15]([CH3:19])=[CH:16][C:17]=1[Cl:18])=[O:11])[C:2]1[CH:7]=[CH:6][CH:5]=[CH:4][CH:3]=1.CC([O-])(C)C.[K+]. The catalyst is O1CCOCC1. The product is [NH:1]([C:8]1[N:21]([C:22]2[CH:27]=[CH:26][CH:25]=[CH:24][CH:23]=2)[C:13]2[C:12]([C:10](=[O:11])[CH:9]=1)=[C:17]([Cl:18])[CH:16]=[C:15]([CH3:19])[N:14]=2)[C:2]1[CH:7]=[CH:6][CH:5]=[CH:4][CH:3]=1. The yield is 0.140. (2) The reactants are [NH:1]1[C:9]2[C:4](=[CH:5][CH:6]=[CH:7][CH:8]=2)[CH2:3][C:2]1=[O:10].[CH2:11]([N:13]([CH2:28][CH3:29])[CH2:14][CH2:15][CH2:16][NH:17][C:18]([C:20]1[NH:21][C:22]([CH:26]=O)=[CH:23][C:24]=1[CH3:25])=[O:19])[CH3:12].C(OC(C1C(C=O)(C)C=CN1)=O)C. No catalyst specified. The product is [CH2:28]([N:13]([CH2:11][CH3:12])[CH2:14][CH2:15][CH2:16][NH:17][C:18]([C:20]1[NH:21][C:22]([CH:26]=[C:3]2[C:4]3[C:9](=[CH:8][CH:7]=[CH:6][CH:5]=3)[NH:1][C:2]2=[O:10])=[CH:23][C:24]=1[CH3:25])=[O:19])[CH3:29]. The yield is 0.210. (3) The reactants are [O:1]=[S:2]1(=[O:17])[N:7]([C:8]2[CH:16]=[CH:15][C:11]([C:12]([OH:14])=O)=[CH:10][CH:9]=2)[CH2:6][CH2:5][O:4][CH2:3]1.[Cl:18][C:19]1[CH:25]=[CH:24][C:22]([NH2:23])=[CH:21][C:20]=1[C:26]1[C:35]2[C:30](=[CH:31][CH:32]=[CH:33][CH:34]=2)[CH:29]=[CH:28][N:27]=1.CN(C(ON1N=NC2C=CC=NC1=2)=[N+](C)C)C.F[P-](F)(F)(F)(F)F.CCN(C(C)C)C(C)C. The catalyst is CN(C=O)C. The product is [Cl:18][C:19]1[CH:25]=[CH:24][C:22]([NH:23][C:12](=[O:14])[C:11]2[CH:10]=[CH:9][C:8]([N:7]3[CH2:6][CH2:5][O:4][CH2:3][S:2]3(=[O:1])=[O:17])=[CH:16][CH:15]=2)=[CH:21][C:20]=1[C:26]1[C:35]2[C:30](=[CH:31][CH:32]=[CH:33][CH:34]=2)[CH:29]=[CH:28][N:27]=1. The yield is 0.390. (4) The reactants are [O:1]1[CH2:4][CH:3]([NH2:5])[CH2:2]1.C(N(CC)CC)C.[Br:13][C:14]1[CH:19]=[CH:18][C:17]([S:20](Cl)(=[O:22])=[O:21])=[CH:16][CH:15]=1. The catalyst is ClCCl. The product is [Br:13][C:14]1[CH:19]=[CH:18][C:17]([S:20]([NH:5][CH:3]2[CH2:4][O:1][CH2:2]2)(=[O:22])=[O:21])=[CH:16][CH:15]=1. The yield is 0.620. (5) The product is [Cl:1][C:2]1[CH:3]=[C:4]([CH:19]=[CH:20][CH:21]=1)[NH:5][C:6]1[N:11]=[C:10]([C:12]2[NH:16][CH:15]=[N:14][CH:13]=2)[CH:9]=[CH:8][N:7]=1. The catalyst is CO.Cl. The reactants are [Cl:1][C:2]1[CH:3]=[C:4]([CH:19]=[CH:20][CH:21]=1)[NH:5][C:6]1[N:11]=[C:10]([C:12]2[N:16](C)[C:15](C)=[N:14][CH:13]=2)[CH:9]=[CH:8][N:7]=1. The yield is 0.750.